This data is from Forward reaction prediction with 1.9M reactions from USPTO patents (1976-2016). The task is: Predict the product of the given reaction. (1) Given the reactants [CH3:1][O:2][C:3](=[O:13])[C:4]1[CH:9]=[CH:8][C:7]([O:10][CH3:11])=[CH:6][C:5]=1[OH:12].[C:14]([O-])([O-])=O.[K+].[K+].Br[CH:21]([CH3:23])[CH3:22], predict the reaction product. The product is: [CH3:1][O:2][C:3](=[O:13])[C:4]1[CH:9]=[CH:8][C:7]([O:10][CH3:11])=[CH:6][C:5]=1[O:12][CH:21]([CH2:23][CH3:14])[CH3:22]. (2) Given the reactants Cl[CH2:2][CH2:3][CH2:4][CH2:5][CH2:6][CH2:7][O:8][C:9]1[C:10]([O:29][CH3:30])=[CH:11][CH:12]=[C:13]2[C:18]=1[NH:17][C:16](=[O:19])[CH:15]=[C:14]2[NH:20][C:21]1[C:26]([CH3:27])=[CH:25][N:24]=[CH:23][C:22]=1[CH3:28].[CH3:31][N:32]1[CH2:37][CH2:36][NH:35][CH2:34][CH2:33]1, predict the reaction product. The product is: [CH3:28][C:22]1[CH:23]=[N:24][CH:25]=[C:26]([CH3:27])[C:21]=1[NH:20][C:14]1[C:13]2[C:18](=[C:9]([O:8][CH2:7][CH2:6][CH2:5][CH2:4][CH2:3][CH2:2][N:35]3[CH2:36][CH2:37][N:32]([CH3:31])[CH2:33][CH2:34]3)[C:10]([O:29][CH3:30])=[CH:11][CH:12]=2)[NH:17][C:16](=[O:19])[CH:15]=1. (3) Given the reactants [C:1]([O:5][C:6]([N:8]1[CH2:13][CH2:12][CH:11]([N:14]([CH2:23][C:24]2[CH:29]=[CH:28][CH:27]=[C:26]([C:30]#[N:31])[CH:25]=2)[C:15]2[CH:20]=[CH:19][C:18]([S:21][CH3:22])=[CH:17][CH:16]=2)[CH2:10][CH2:9]1)=[O:7])([CH3:4])([CH3:3])[CH3:2].[OH:32][O:33][S:34]([O-:36])=O.[K+].[CH3:38]O, predict the reaction product. The product is: [C:1]([O:5][C:6]([N:8]1[CH2:9][CH2:10][CH:11]([N:14]([CH2:23][C:24]2[CH:29]=[CH:28][CH:27]=[C:26]([C:30]#[N:31])[CH:25]=2)[C:15]2[CH:16]=[CH:17][C:18]([S:34]([CH3:38])(=[O:36])=[O:33])=[CH:19][CH:20]=2)[CH2:12][CH2:13]1)=[O:7])([CH3:2])([CH3:3])[CH3:4].[C:1]([O:5][C:6]([N:8]1[CH2:9][CH2:10][CH:11]([N:14]([CH2:23][C:24]2[CH:29]=[CH:28][CH:27]=[C:26]([C:30]#[N:31])[CH:25]=2)[C:15]2[CH:20]=[CH:19][C:18]([S:21]([CH3:22])=[O:32])=[CH:17][CH:16]=2)[CH2:12][CH2:13]1)=[O:7])([CH3:4])([CH3:2])[CH3:3]. (4) Given the reactants Cl[C:2]1[C:3]([NH:12][S:13]([C:16]2[CH:21]=[CH:20][CH:19]=[C:18]([N+:22]([O-:24])=[O:23])[CH:17]=2)(=[O:15])=[O:14])=[N:4][C:5]2[C:10]([N:11]=1)=[CH:9][CH:8]=[CH:7][CH:6]=2.[CH3:25][O:26][C:27]1[CH:28]=[C:29]([CH:31]=[C:32]([N+:34]([O-:36])=[O:35])[CH:33]=1)[NH2:30].CC1C=CC(C)=CC=1, predict the reaction product. The product is: [CH3:25][O:26][C:27]1[CH:28]=[C:29]([NH:30][C:2]2[C:3]([NH:12][S:13]([C:16]3[CH:21]=[CH:20][CH:19]=[C:18]([N+:22]([O-:24])=[O:23])[CH:17]=3)(=[O:15])=[O:14])=[N:4][C:5]3[C:10]([N:11]=2)=[CH:9][CH:8]=[CH:7][CH:6]=3)[CH:31]=[C:32]([N+:34]([O-:36])=[O:35])[CH:33]=1. (5) Given the reactants [F:1][C:2]1[CH:7]=[CH:6][CH:5]=[CH:4][C:3]=1[C:8]1[NH:16][C:15]2[CH:14]=[CH:13][N:12]=[CH:11][C:10]=2[CH:9]=1.[OH-:17].[Na+].[F:19][C:20]([F:32])([F:31])[O:21][C:22]1[CH:30]=[CH:29][C:25]([C:26](Cl)=O)=[CH:24][CH:23]=1.CN([CH:36]=[O:37])C, predict the reaction product. The product is: [F:32][C:20]([F:19])([F:31])[C:36]([O-:37])=[O:17].[F:1][C:2]1[CH:7]=[CH:6][CH:5]=[CH:4][C:3]=1[C:8]1[NH+:16]=[C:15]2[C:10](=[CH:11][N:12]([CH2:26][C:25]3[CH:29]=[CH:30][C:22]([O:21][C:20]([F:19])([F:31])[F:32])=[CH:23][CH:24]=3)[CH:13]=[CH:14]2)[CH:9]=1. (6) Given the reactants [CH3:1][S:2]([CH2:5][C:6]#[N:7])(=[O:4])=[O:3].C(=O)([O-])[O-].[K+].[K+].[CH2:14](Br)[CH:15]=[CH2:16], predict the reaction product. The product is: [CH3:1][S:2]([CH:5]([CH2:16][CH:15]=[CH2:14])[C:6]#[N:7])(=[O:4])=[O:3]. (7) The product is: [Cl:11][C:12]1[CH:21]=[C:20]([NH:22][C:23]2[C:32]3[C:27](=[CH:28][CH:29]=[CH:30][C:31]=3[O:33][CH:34]3[CH2:35][CH2:36][N:37]([CH3:40])[CH2:38][CH2:39]3)[N:26]=[CH:25][N:24]=2)[CH:19]=[CH:18][C:13]=1[O:14][CH2:15][C:16]([NH:2][OH:3])=[NH:17]. Given the reactants Cl.[NH2:2][OH:3].C(=O)([O-])[O-].[K+].[K+].Cl.[Cl:11][C:12]1[CH:21]=[C:20]([NH:22][C:23]2[C:32]3[C:27](=[CH:28][CH:29]=[CH:30][C:31]=3[O:33][CH:34]3[CH2:39][CH2:38][N:37]([CH3:40])[CH2:36][CH2:35]3)[N:26]=[CH:25][N:24]=2)[CH:19]=[CH:18][C:13]=1[O:14][CH2:15][C:16]#[N:17], predict the reaction product. (8) Given the reactants [OH:1][C:2]1[CH:7]=[C:6]([OH:8])[N:5]=[C:4]([S:9][CH3:10])[N:3]=1.[N+:11]([O-])([OH:13])=[O:12], predict the reaction product. The product is: [OH:1][C:2]1[C:7]([N+:11]([O-:13])=[O:12])=[C:6]([OH:8])[N:5]=[C:4]([S:9][CH3:10])[N:3]=1.